The task is: Predict the product of the given reaction.. This data is from Forward reaction prediction with 1.9M reactions from USPTO patents (1976-2016). (1) The product is: [NH2:6][C:5]1[C:4]([F:9])=[C:3]([C:2]([Cl:1])=[CH:8][CH:7]=1)[C:26]([O:28][CH2:29][C:30]1[CH:35]=[CH:34][CH:33]=[CH:32][CH:31]=1)=[O:27]. Given the reactants [Cl:1][C:2]1[CH:8]=[CH:7][C:5]([NH2:6])=[C:4]([F:9])[CH:3]=1.[Li]CCCC.Cl[Si](C)(C)CC[Si](Cl)(C)C.Cl[C:26]([O:28][CH2:29][C:30]1[CH:35]=[CH:34][CH:33]=[CH:32][CH:31]=1)=[O:27], predict the reaction product. (2) Given the reactants COC1C(OC)=CC2N(C)C(=O)CN=C(C3C=CC=C(C#CCCCC)C=3)C=2C=1.[C:30]([Si:34]([O:47][C:48]1[CH:53]=[CH:52][C:51]([N+:54]([O-])=O)=[CH:50][C:49]=1[O:57][CH3:58])([C:41]1[CH:46]=[CH:45][CH:44]=[CH:43][CH:42]=1)[C:35]1[CH:40]=[CH:39][CH:38]=[CH:37][CH:36]=1)([CH3:33])([CH3:32])[CH3:31], predict the reaction product. The product is: [Si:34]([O:47][C:48]1[CH:53]=[CH:52][C:51]([NH2:54])=[CH:50][C:49]=1[O:57][CH3:58])([C:30]([CH3:33])([CH3:32])[CH3:31])([C:41]1[CH:42]=[CH:43][CH:44]=[CH:45][CH:46]=1)[C:35]1[CH:40]=[CH:39][CH:38]=[CH:37][CH:36]=1. (3) Given the reactants [N+:1]([C:4]1[CH:12]=[C:11]2[C:7]([CH2:8][CH2:9][NH:10]2)=[CH:6][CH:5]=1)([O-:3])=[O:2].C(=O)([O-])[O-].[K+].[K+].Br[CH2:20][C:21](Cl)=[O:22].[CH3:24][NH:25][CH3:26].C1COCC1, predict the reaction product. The product is: [CH3:24][N:25]([CH3:26])[CH2:20][C:21]([N:10]1[C:11]2[C:7](=[CH:6][CH:5]=[C:4]([N+:1]([O-:3])=[O:2])[CH:12]=2)[CH2:8][CH2:9]1)=[O:22]. (4) The product is: [CH3:29][Si:28]([CH3:31])([CH3:30])[O:18][C:16]([CH3:17])=[C:15]([O:14][C:11]1[CH:12]=[CH:13][C:8]([C:5]2[CH:6]=[CH:7][C:2]([OH:1])=[CH:3][CH:4]=2)=[CH:9][CH:10]=1)[CH3:19]. Given the reactants [OH:1][C:2]1[CH:7]=[CH:6][C:5]([C:8]2[CH:13]=[CH:12][C:11]([O:14][CH:15]([CH3:19])[C:16](=[O:18])[CH3:17])=[CH:10][CH:9]=2)=[CH:4][CH:3]=1.C(N(CC)CC)C.Cl[Si:28]([CH3:31])([CH3:30])[CH3:29].C(=O)([O-])O.[Na+], predict the reaction product. (5) Given the reactants [C:1]([O:5][C:6](=[O:28])[NH:7][C:8]1[CH:13]=[C:12]([S:14]C#N)[C:11]([CH:17]([CH3:19])[CH3:18])=[CH:10][C:9]=1[NH:20][C:21]([O:23][C:24]([CH3:27])([CH3:26])[CH3:25])=[O:22])([CH3:4])([CH3:3])[CH3:2].S.[Na].[BH4-].[Na+].CO, predict the reaction product. The product is: [C:1]([O:5][C:6](=[O:28])[NH:7][C:8]1[CH:13]=[C:12]([SH:14])[C:11]([CH:17]([CH3:18])[CH3:19])=[CH:10][C:9]=1[NH:20][C:21]([O:23][C:24]([CH3:25])([CH3:27])[CH3:26])=[O:22])([CH3:2])([CH3:3])[CH3:4]. (6) Given the reactants Cl[C:2]1[C:11]2[C:6](=[C:7]([N+:12]([O-:14])=[O:13])[CH:8]=[CH:9][CH:10]=2)[N:5]=[CH:4][CH:3]=1.[F:15][C:16]([F:25])([F:24])[C:17]1[CH:22]=[CH:21][C:20]([OH:23])=[CH:19][CH:18]=1.C([O-])([O-])=O.[K+].[K+], predict the reaction product. The product is: [N+:12]([C:7]1[CH:8]=[CH:9][CH:10]=[C:11]2[C:6]=1[N:5]=[CH:4][CH:3]=[C:2]2[O:23][C:20]1[CH:21]=[CH:22][C:17]([C:16]([F:15])([F:24])[F:25])=[CH:18][CH:19]=1)([O-:14])=[O:13]. (7) Given the reactants [C:1]1([CH2:7][CH2:8][CH:9]([CH2:12][OH:13])[CH2:10][OH:11])[CH:6]=[CH:5][CH:4]=[CH:3][CH:2]=1.C(N([CH2:19][CH3:20])CC)C.[S:21](Cl)([C:24]1[CH:30]=[CH:29][C:27]([CH3:28])=[CH:26][CH:25]=1)(=[O:23])=[O:22], predict the reaction product. The product is: [CH3:28][C:27]1[CH:29]=[CH:30][C:24]([S:21]([O:13][CH2:12][CH:9]([CH2:10][O:11][S:21]([C:24]2[CH:30]=[CH:29][C:19]([CH3:20])=[CH:26][CH:25]=2)(=[O:23])=[O:22])[CH2:8][CH2:7][C:1]2[CH:6]=[CH:5][CH:4]=[CH:3][CH:2]=2)(=[O:23])=[O:22])=[CH:25][CH:26]=1. (8) Given the reactants COC[C@@H]1[C@H](C=O)[C@]1(C)C1C=CC2C(C)(C)CCC(C)(C)C=2C=1.CC12C(C)(C)[C:28]([C:34]([O:36][CH2:37][C@@H:38]3[C@H:40]([CH2:41][O:42]CC)[C@:39]3([CH3:59])[C:45]3[CH:54]=[CH:53][C:52]4[C:51]([CH3:56])([CH3:55])[CH2:50][CH2:49][C:48]([CH3:58])([CH3:57])[C:47]=4[CH:46]=3)=O)(CC1)OC2=O, predict the reaction product. The product is: [CH2:34]([O:36][CH2:37][C@H:38]1[C@@H:40]([CH:41]=[O:42])[C@@:39]1([CH3:59])[C:45]1[CH:54]=[CH:53][C:52]2[C:51]([CH3:56])([CH3:55])[CH2:50][CH2:49][C:48]([CH3:58])([CH3:57])[C:47]=2[CH:46]=1)[CH3:28].